This data is from Full USPTO retrosynthesis dataset with 1.9M reactions from patents (1976-2016). The task is: Predict the reactants needed to synthesize the given product. The reactants are: [CH2:1]([O:3][C:4]([C:6]1([NH:17][C:18](=[O:27])[C:19]2[CH:24]=[CH:23][CH:22]=[C:21]([CH3:25])[C:20]=2I)[CH2:14][C:13]2[C:8](=[C:9]([F:16])[CH:10]=[CH:11][C:12]=2[F:15])[CH2:7]1)=[O:5])[CH3:2].[CH3:28][C:29]([CH3:40])=[CH:30]B1OC(C)(C)C(C)(C)O1.C([O-])([O-])=O.[K+].[K+].N#N. Given the product [CH2:1]([O:3][C:4]([C:6]1([NH:17][C:18](=[O:27])[C:19]2[CH:24]=[CH:23][CH:22]=[C:21]([CH3:25])[C:20]=2[CH:28]=[C:29]([CH3:40])[CH3:30])[CH2:14][C:13]2[C:8](=[C:9]([F:16])[CH:10]=[CH:11][C:12]=2[F:15])[CH2:7]1)=[O:5])[CH3:2], predict the reactants needed to synthesize it.